This data is from Full USPTO retrosynthesis dataset with 1.9M reactions from patents (1976-2016). The task is: Predict the reactants needed to synthesize the given product. (1) Given the product [O:25]1[C:30]2[CH:31]=[CH:32][CH:33]=[CH:34][C:29]=2[O:28][CH2:27][CH:26]1[CH2:35][NH:36][C:15]([NH:14][C:9]1[CH:10]=[CH:11][CH:12]=[C:13]2[C:8]=1[CH:7]=[N:6][NH:5]2)=[O:17], predict the reactants needed to synthesize it. The reactants are: COC([N:5]1[C:13]2[C:8](=[C:9]([NH:14][C:15]([O:17]N3C(=O)CCC3=O)=O)[CH:10]=[CH:11][CH:12]=2)[CH:7]=[N:6]1)=O.[O:25]1[C:30]2[CH:31]=[CH:32][CH:33]=[CH:34][C:29]=2[O:28][CH2:27][CH:26]1[CH2:35][NH2:36].C(N(C(C)C)CC)(C)C.C(N(CC)CC)C. (2) Given the product [CH2:1]([N:3]([CH2:4][CH3:5])[CH2:6][C:7]1[S:11][C:10]([C:12]2[O:16][N:15]=[C:14]([C:17]3[CH:22]=[C:21]([CH3:23])[C:20]([O:24][CH2:29][C@@H:28]4[CH2:30][O:31]4)=[C:19]([CH2:25][CH3:26])[CH:18]=3)[N:13]=2)=[CH:9][C:8]=1[CH3:27])[CH3:2], predict the reactants needed to synthesize it. The reactants are: [CH2:1]([N:3]([CH2:6][C:7]1[S:11][C:10]([C:12]2[O:16][N:15]=[C:14]([C:17]3[CH:22]=[C:21]([CH3:23])[C:20]([OH:24])=[C:19]([CH2:25][CH3:26])[CH:18]=3)[N:13]=2)=[CH:9][C:8]=1[CH3:27])[CH2:4][CH3:5])[CH3:2].[CH:28]([OH:31])([CH3:30])[CH3:29]. (3) Given the product [F:1][C:2]1[CH:3]=[C:4]2[C:9](=[CH:10][CH:11]=1)[C:8]([CH:12]1[CH2:17][CH2:16][N:15]([C:18]([O:20][C:21]([CH3:24])([CH3:23])[CH3:22])=[O:19])[CH2:14][CH2:13]1)=[CH:7][CH:6]=[CH:5]2, predict the reactants needed to synthesize it. The reactants are: [F:1][C:2]1[CH:3]=[C:4]2[C:9](=[CH:10][CH:11]=1)[C:8]([C:12]1[CH2:13][CH2:14][N:15]([C:18]([O:20][C:21]([CH3:24])([CH3:23])[CH3:22])=[O:19])[CH2:16][CH:17]=1)=[CH:7][CH:6]=[CH:5]2.C([O-])=O.[NH4+]. (4) Given the product [NH2:12][C:11]1[C:6]([C:4]([C:15]2[CH:20]=[CH:19][CH:18]=[CH:17][CH:16]=2)=[O:5])=[N:7][CH:8]=[C:9]([CH3:13])[N:10]=1, predict the reactants needed to synthesize it. The reactants are: CON(C)[C:4]([C:6]1[C:11]([NH2:12])=[N:10][C:9]([CH3:13])=[CH:8][N:7]=1)=[O:5].[C:15]1([Mg]Br)[CH:20]=[CH:19][CH:18]=[CH:17][CH:16]=1.C([O-])(O)=O.[Na+].CCOC(C)=O. (5) Given the product [F:10][C:9]([F:12])([F:11])[C:81]([OH:82])=[O:42].[F:1][C:2]1[CH:3]=[C:4]([C@:13]2([NH:23][C:24]([C:26]3[CH:34]=[CH:33][C:29]([C:30]([NH:44][S:41]([C:35]4[CH:40]=[CH:39][CH:38]=[CH:37][CH:36]=4)(=[O:43])=[O:42])=[O:32])=[CH:28][N:27]=3)=[O:25])[C:18]3=[N:19][CH:20]=[CH:21][CH:22]=[C:17]3[O:16][CH2:15][CH2:14]2)[CH:5]=[CH:6][C:7]=1[O:8][C:9]([F:12])([F:11])[F:10], predict the reactants needed to synthesize it. The reactants are: [F:1][C:2]1[CH:3]=[C:4]([C@:13]2([NH:23][C:24]([C:26]3[CH:34]=[CH:33][C:29]([C:30]([OH:32])=O)=[CH:28][N:27]=3)=[O:25])[C:18]3=[N:19][CH:20]=[CH:21][CH:22]=[C:17]3[O:16][CH2:15][CH2:14]2)[CH:5]=[CH:6][C:7]=1[O:8][C:9]([F:12])([F:11])[F:10].[C:35]1([S:41]([NH2:44])(=[O:43])=[O:42])[CH:40]=[CH:39][CH:38]=[CH:37][CH:36]=1.CN(C(ON1N=NC2C=CC=NC1=2)=[N+](C)C)C.F[P-](F)(F)(F)(F)F.CCN(C(C)C)C(C)C.CN([CH:81]=[O:82])C. (6) Given the product [CH:31]([CH:34]1[CH2:39][CH2:38][CH:37]([N:8]2[CH2:9][CH:10]([NH:12][C:13](=[O:30])[CH2:14][NH:15][C:16]3[C:20]4[CH:21]=[C:22]([O:25][C:26]([F:28])([F:27])[F:29])[CH:23]=[CH:24][C:19]=4[O:18][N:17]=3)[CH2:11]2)[CH2:36][CH2:35]1)([CH3:33])[CH3:32], predict the reactants needed to synthesize it. The reactants are: OC(C(F)(F)F)=O.[NH:8]1[CH2:11][CH:10]([NH:12][C:13](=[O:30])[CH2:14][NH:15][C:16]2[C:20]3[CH:21]=[C:22]([O:25][C:26]([F:29])([F:28])[F:27])[CH:23]=[CH:24][C:19]=3[O:18][N:17]=2)[CH2:9]1.[CH:31]([CH:34]1[CH2:39][CH2:38][C:37](=O)[CH2:36][CH2:35]1)([CH3:33])[CH3:32]. (7) Given the product [Cl:1][C:2]1[CH:3]=[C:4]([C:9](=[O:15])[CH2:10][CH2:11][C:12]([O:14][CH2:26][C@@H:24]([C@@H:22]2[C:20]([OH:21])=[C:18]([OH:19])[C:17](=[O:16])[O:23]2)[OH:25])=[O:13])[CH:5]=[CH:6][C:7]=1[Cl:8], predict the reactants needed to synthesize it. The reactants are: [Cl:1][C:2]1[CH:3]=[C:4]([C:9](=[O:15])[CH2:10][CH2:11][C:12]([OH:14])=[O:13])[CH:5]=[CH:6][C:7]=1[Cl:8].[O:16]=[C:17]1[O:23][C@H:22]([C@H:24]([CH2:26]O)[OH:25])[C:20]([OH:21])=[C:18]1[OH:19]. (8) The reactants are: [Br:1][C:2]1[C:7]([CH3:8])=[CH:6][C:5](B2OC(C)(C)C(C)(C)O2)=[CH:4][C:3]=1[CH3:18].Br[C:20]1[N:25]=[C:24]([CH3:26])[CH:23]=[CH:22][N:21]=1. Given the product [Br:1][C:2]1[C:3]([CH3:18])=[CH:4][C:5]([C:20]2[N:25]=[C:24]([CH3:26])[CH:23]=[CH:22][N:21]=2)=[CH:6][C:7]=1[CH3:8], predict the reactants needed to synthesize it.